From a dataset of Peptide-MHC class I binding affinity with 185,985 pairs from IEDB/IMGT. Regression. Given a peptide amino acid sequence and an MHC pseudo amino acid sequence, predict their binding affinity value. This is MHC class I binding data. (1) The peptide sequence is KHNSAESAK. The MHC is HLA-A31:01 with pseudo-sequence HLA-A31:01. The binding affinity (normalized) is 0.0847. (2) The peptide sequence is SQNPLAELK. The MHC is HLA-A31:01 with pseudo-sequence HLA-A31:01. The binding affinity (normalized) is 0.241.